This data is from Reaction yield outcomes from USPTO patents with 853,638 reactions. The task is: Predict the reaction yield, written as a fraction of the theoretical maximum amount of product (1.0 means a 100% yield; for example, 0.34 means a 34% yield). (1) The reactants are [Br:1][C:2]1[N:7]=[C:6]([NH:8][CH:9]2[CH2:11][CH2:10]2)[C:5]([NH2:12])=[N:4][CH:3]=1.[C:13](N1C=CN=C1)(N1C=CN=C1)=[O:14]. The catalyst is C1COCC1. The product is [Br:1][C:2]1[N:7]=[C:6]2[N:8]([CH:9]3[CH2:10][CH2:11]3)[C:13](=[O:14])[NH:12][C:5]2=[N:4][CH:3]=1. The yield is 0.570. (2) The reactants are Br[CH2:2][C:3]1[CH:4]=[C:5]2[C:10](=[CH:11][CH:12]=1)[N:9]=[CH:8][CH:7]=[N:6]2.[C-:13]#[N:14].[Na+]. The catalyst is C(O)C. The product is [N:9]1[C:10]2[C:5](=[CH:4][C:3]([CH2:2][C:13]#[N:14])=[CH:12][CH:11]=2)[N:6]=[CH:7][CH:8]=1. The yield is 0.230. (3) The reactants are [CH3:1][O:2][N:3]([CH3:31])[C:4]([C@@H:6]1[CH2:10][C@@H:9]([S:11][C:12]([C:25]2[CH:30]=[CH:29][CH:28]=[CH:27][CH:26]=2)([C:19]2[CH:24]=[CH:23][CH:22]=[CH:21][CH:20]=2)[C:13]2[CH:18]=[CH:17][CH:16]=[CH:15][CH:14]=2)[CH2:8][NH:7]1)=[O:5].N1C=CC=CC=1.[CH2:38]([O:42][C:43](Cl)=[O:44])[CH2:39][CH2:40][CH3:41]. The catalyst is C1COCC1. The product is [CH2:38]([O:42][C:43]([N:7]1[CH2:8][C@H:9]([S:11][C:12]([C:25]2[CH:30]=[CH:29][CH:28]=[CH:27][CH:26]=2)([C:13]2[CH:18]=[CH:17][CH:16]=[CH:15][CH:14]=2)[C:19]2[CH:20]=[CH:21][CH:22]=[CH:23][CH:24]=2)[CH2:10][C@H:6]1[C:4](=[O:5])[N:3]([O:2][CH3:1])[CH3:31])=[O:44])[CH2:39][CH2:40][CH3:41]. The yield is 0.960.